This data is from NCI-60 drug combinations with 297,098 pairs across 59 cell lines. The task is: Regression. Given two drug SMILES strings and cell line genomic features, predict the synergy score measuring deviation from expected non-interaction effect. Drug 1: CC1=C(C(CCC1)(C)C)C=CC(=CC=CC(=CC(=O)O)C)C. Drug 2: COC1=C2C(=CC3=C1OC=C3)C=CC(=O)O2. Cell line: CCRF-CEM. Synergy scores: CSS=3.32, Synergy_ZIP=8.39, Synergy_Bliss=6.09, Synergy_Loewe=6.33, Synergy_HSA=4.06.